This data is from NCI-60 drug combinations with 297,098 pairs across 59 cell lines. The task is: Regression. Given two drug SMILES strings and cell line genomic features, predict the synergy score measuring deviation from expected non-interaction effect. (1) Drug 1: CC1C(C(CC(O1)OC2CC(CC3=C2C(=C4C(=C3O)C(=O)C5=C(C4=O)C(=CC=C5)OC)O)(C(=O)C)O)N)O.Cl. Drug 2: C1C(C(OC1N2C=NC3=C2NC=NCC3O)CO)O. Cell line: CAKI-1. Synergy scores: CSS=30.7, Synergy_ZIP=-6.26, Synergy_Bliss=-3.43, Synergy_Loewe=-13.3, Synergy_HSA=0.958. (2) Drug 1: CN1C(=O)N2C=NC(=C2N=N1)C(=O)N. Drug 2: CC1C(C(CC(O1)OC2CC(CC3=C2C(=C4C(=C3O)C(=O)C5=CC=CC=C5C4=O)O)(C(=O)C)O)N)O. Cell line: OVCAR-4. Synergy scores: CSS=20.6, Synergy_ZIP=-0.483, Synergy_Bliss=-3.27, Synergy_Loewe=-38.0, Synergy_HSA=-0.179. (3) Drug 1: CCC(=C(C1=CC=CC=C1)C2=CC=C(C=C2)OCCN(C)C)C3=CC=CC=C3.C(C(=O)O)C(CC(=O)O)(C(=O)O)O. Synergy scores: CSS=-7.16, Synergy_ZIP=10.3, Synergy_Bliss=3.72, Synergy_Loewe=-3.74, Synergy_HSA=-3.21. Drug 2: CCCCCOC(=O)NC1=NC(=O)N(C=C1F)C2C(C(C(O2)C)O)O. Cell line: MDA-MB-231. (4) Drug 1: C1CN1C2=NC(=NC(=N2)N3CC3)N4CC4. Drug 2: C1CCC(C(C1)N)N.C(=O)(C(=O)[O-])[O-].[Pt+4]. Cell line: UO-31. Synergy scores: CSS=20.3, Synergy_ZIP=-5.47, Synergy_Bliss=1.39, Synergy_Loewe=-0.457, Synergy_HSA=3.64. (5) Drug 1: CN(C(=O)NC(C=O)C(C(C(CO)O)O)O)N=O. Drug 2: C1C(C(OC1N2C=NC3=C2NC=NCC3O)CO)O. Cell line: RPMI-8226. Synergy scores: CSS=62.6, Synergy_ZIP=-0.322, Synergy_Bliss=-0.880, Synergy_Loewe=-2.88, Synergy_HSA=0.220. (6) Synergy scores: CSS=-5.49, Synergy_ZIP=2.49, Synergy_Bliss=-0.444, Synergy_Loewe=-6.22, Synergy_HSA=-5.30. Cell line: UACC-257. Drug 1: CC1=C(C=C(C=C1)NC2=NC=CC(=N2)N(C)C3=CC4=NN(C(=C4C=C3)C)C)S(=O)(=O)N.Cl. Drug 2: CN1C(=O)N2C=NC(=C2N=N1)C(=O)N. (7) Drug 1: CCC1(CC2CC(C3=C(CCN(C2)C1)C4=CC=CC=C4N3)(C5=C(C=C6C(=C5)C78CCN9C7C(C=CC9)(C(C(C8N6C=O)(C(=O)OC)O)OC(=O)C)CC)OC)C(=O)OC)O.OS(=O)(=O)O. Drug 2: C1CC(=O)NC(=O)C1N2C(=O)C3=CC=CC=C3C2=O. Cell line: SF-539. Synergy scores: CSS=4.99, Synergy_ZIP=0.800, Synergy_Bliss=3.39, Synergy_Loewe=-3.01, Synergy_HSA=1.38.